This data is from Reaction yield outcomes from USPTO patents with 853,638 reactions. The task is: Predict the reaction yield, written as a fraction of the theoretical maximum amount of product (1.0 means a 100% yield; for example, 0.34 means a 34% yield). (1) The reactants are [CH:1]([C:3]1[CH:4]=[C:5]([B:9]([OH:11])[OH:10])[CH:6]=[CH:7][CH:8]=1)=O.[NH2:12][CH2:13][CH2:14][C@H:15]1[O:19][C:18](=[O:20])[N:17]([C:21]2[CH:31]=[CH:30][C:24]3[S:25][CH2:26][C:27](=[O:29])[NH:28][C:23]=3[CH:22]=2)[CH2:16]1.[BH-](OC(C)=O)(OC(C)=O)OC(C)=O.[Na+]. The catalyst is C(Cl)Cl.CN(C=O)C. The product is [O:20]=[C:18]1[N:17]([C:21]2[CH:31]=[CH:30][C:24]3[S:25][CH2:26][C:27](=[O:29])[NH:28][C:23]=3[CH:22]=2)[CH2:16][C@@H:15]([CH2:14][CH2:13][NH:12][CH2:1][C:3]2[CH:4]=[C:5]([B:9]([OH:11])[OH:10])[CH:6]=[CH:7][CH:8]=2)[O:19]1. The yield is 0.750. (2) The reactants are [Cl:1][C:2]1[CH:19]=[C:18]([N+:20]([O-])=O)[CH:17]=[C:16]([Cl:23])[C:3]=1[O:4][C:5]1[CH:6]=[N:7][C:8]2[C:13]([CH:14]=1)=[CH:12][C:11]([CH3:15])=[CH:10][CH:9]=2.[NH4+].[Cl-]. The catalyst is CCO.C1COCC1.O.[Fe]. The product is [Cl:1][C:2]1[CH:19]=[C:18]([NH2:20])[CH:17]=[C:16]([Cl:23])[C:3]=1[O:4][C:5]1[CH:6]=[N:7][C:8]2[C:13]([CH:14]=1)=[CH:12][C:11]([CH3:15])=[CH:10][CH:9]=2. The yield is 0.980.